Dataset: Reaction yield outcomes from USPTO patents with 853,638 reactions. Task: Predict the reaction yield, written as a fraction of the theoretical maximum amount of product (1.0 means a 100% yield; for example, 0.34 means a 34% yield). (1) The reactants are P(Cl)(Cl)(Cl)(Cl)Cl.O1CCOCC1.[CH:13]1([NH:16][C:17](=O)[C:18]2[CH:23]=[CH:22][C:21]([N+:24]([O-:26])=[O:25])=[C:20]([CH3:27])[CH:19]=2)[CH2:15][CH2:14]1.[N-:29]=[N+:30]=[N-:31].[Na+]. The catalyst is O.C1(C)C=CC=CC=1. The product is [CH:13]1([N:16]2[C:17]([C:18]3[CH:23]=[CH:22][C:21]([N+:24]([O-:26])=[O:25])=[C:20]([CH3:27])[CH:19]=3)=[N:31][N:30]=[N:29]2)[CH2:15][CH2:14]1. The yield is 0.710. (2) The reactants are [NH2:1][C:2]1[CH:10]=[CH:9][C:8]([I:11])=[CH:7][C:3]=1[C:4](O)=[O:5].C(O)(=O)C.[CH:16](N)=[NH:17]. The catalyst is C(O)(=O)C. The product is [I:11][C:8]1[CH:7]=[C:3]2[C:2](=[CH:10][CH:9]=1)[N:1]=[CH:16][NH:17][C:4]2=[O:5]. The yield is 0.998. (3) The reactants are [ClH:1].CO[C:4](=O)[CH:5]([NH2:9])[CH2:6][C:7]#[CH:8].[N:11]#[C:12][NH2:13]. No catalyst specified. The product is [ClH:1].[CH2:6]([C:5]1[N:9]=[C:12]([NH2:13])[NH:11][CH:4]=1)[C:7]#[CH:8]. The yield is 0.590. (4) The catalyst is C(O)C. The yield is 0.180. The product is [CH3:21][C:22]1[N:23]=[CH:24][C:25]([CH2:28][C:29]2[C:30](=[O:37])[N:31]=[C:32]([NH:18][CH2:17][CH2:16][C:13]3[CH:14]=[CH:15][C:10]([O:9][C:6]4[CH:5]=[CH:4][C:3]([C:2]([F:19])([F:1])[F:20])=[CH:8][N:7]=4)=[CH:11][CH:12]=3)[NH:33][CH:34]=2)=[CH:26][N:27]=1. The reactants are [F:1][C:2]([F:20])([F:19])[C:3]1[CH:4]=[CH:5][C:6]([O:9][C:10]2[CH:15]=[CH:14][C:13]([CH2:16][CH2:17][NH2:18])=[CH:12][CH:11]=2)=[N:7][CH:8]=1.[CH3:21][C:22]1[N:27]=[CH:26][C:25]([CH2:28][C:29]2[C:30](=[O:37])[N:31]=[C:32](SC)[NH:33][CH:34]=2)=[CH:24][N:23]=1. (5) The reactants are O=[C:2]1[CH2:7][CH2:6][N:5]([C:8]([O:10][C:11]([CH3:14])([CH3:13])[CH3:12])=[O:9])[CH2:4][CH2:3]1.C(O[BH-](OC(=O)C)OC(=O)C)(=O)C.[Na+].C(O)(=O)C.[NH2:33][C:34]1[CH:42]=[CH:41][C:37]([C:38]([NH2:40])=[O:39])=[CH:36][CH:35]=1.[OH-].[Na+]. The catalyst is ClCCCl. The product is [NH2:40][C:38]([C:37]1[CH:41]=[CH:42][C:34]([NH:33][CH:2]2[CH2:7][CH2:6][N:5]([C:8]([O:10][C:11]([CH3:14])([CH3:13])[CH3:12])=[O:9])[CH2:4][CH2:3]2)=[CH:35][CH:36]=1)=[O:39]. The yield is 0.900. (6) The reactants are [NH2:1][C:2]1[CH:17]=[CH:16][CH:15]=[C:14]([CH3:18])[C:3]=1[C:4]([NH:6][C:7]1[CH:12]=[CH:11][CH:10]=[CH:9][C:8]=1[Cl:13])=[O:5].[Cl:19][CH2:20][C:21](Cl)=O. The catalyst is C(O)(=O)C. The product is [Cl:19][CH2:20][C:21]1[N:6]([C:7]2[CH:12]=[CH:11][CH:10]=[CH:9][C:8]=2[Cl:13])[C:4](=[O:5])[C:3]2[C:2](=[CH:17][CH:16]=[CH:15][C:14]=2[CH3:18])[N:1]=1. The yield is 0.240.